This data is from Forward reaction prediction with 1.9M reactions from USPTO patents (1976-2016). The task is: Predict the product of the given reaction. (1) The product is: [N:4]1([C:8]([C:10]2[CH:15]=[CH:14][C:13]([O:16][C:17]3[CH:18]=[C:19]([CH:24]=[C:25]([O:27][CH2:28][C:29]4[CH:30]=[CH:31][CH:32]=[CH:33][CH:34]=4)[CH:26]=3)[C:20]([OH:22])=[O:21])=[C:12]([Cl:35])[CH:11]=2)=[O:9])[CH2:7][CH2:6][CH2:5]1. Given the reactants O.[OH-].[Li+].[N:4]1([C:8]([C:10]2[CH:15]=[CH:14][C:13]([O:16][C:17]3[CH:18]=[C:19]([CH:24]=[C:25]([O:27][CH2:28][C:29]4[CH:34]=[CH:33][CH:32]=[CH:31][CH:30]=4)[CH:26]=3)[C:20]([O:22]C)=[O:21])=[C:12]([Cl:35])[CH:11]=2)=[O:9])[CH2:7][CH2:6][CH2:5]1, predict the reaction product. (2) Given the reactants [NH2:1][C:2]1[CH:3]=[C:4]([N:9]2[CH2:14][CH2:13][N:12]([C:15]([C:17]3[CH:22]=[CH:21][CH:20]=[CH:19][CH:18]=3)=[O:16])[CH2:11][CH2:10]2)[CH:5]=[CH:6][C:7]=1[NH2:8].[C:23](O)(=O)[CH3:24].C(=O)C=O, predict the reaction product. The product is: [C:17]1([C:15]([N:12]2[CH2:11][CH2:10][N:9]([C:4]3[CH:3]=[C:2]4[C:7](=[CH:6][CH:5]=3)[N:8]=[CH:24][CH:23]=[N:1]4)[CH2:14][CH2:13]2)=[O:16])[CH:18]=[CH:19][CH:20]=[CH:21][CH:22]=1. (3) Given the reactants O.[NH2:2][NH2:3].[C:4]([C:6]1[CH:15]=[CH:14][C:9]([C:10](OC)=[O:11])=[CH:8][CH:7]=1)#[N:5], predict the reaction product. The product is: [C:4]([C:6]1[CH:15]=[CH:14][C:9]([C:10]([NH:2][NH2:3])=[O:11])=[CH:8][CH:7]=1)#[N:5].